Predict the product of the given reaction. From a dataset of Forward reaction prediction with 1.9M reactions from USPTO patents (1976-2016). (1) Given the reactants [OH:1][C:2]1[CH:3]=[C:4]2[C:9](=[CH:10][CH:11]=1)[CH2:8][CH:7]([C:12]([O:14][CH3:15])=[O:13])[CH2:6][CH2:5]2.[C:16]1(B(O)O)[CH:21]=[CH:20][CH:19]=[CH:18][CH:17]=1.CCN(CC)CC, predict the reaction product. The product is: [O:1]([C:2]1[CH:3]=[C:4]2[C:9](=[CH:10][CH:11]=1)[CH2:8][CH:7]([C:12]([O:14][CH3:15])=[O:13])[CH2:6][CH2:5]2)[C:16]1[CH:21]=[CH:20][CH:19]=[CH:18][CH:17]=1. (2) Given the reactants [C:1]([O:5][C:6](=[O:30])[N:7]([CH2:19][C:20]1[CH:25]=[CH:24][C:23]([O:26][CH3:27])=[CH:22][C:21]=1[O:28][CH3:29])[C:8]1[CH:9]=[CH:10][C:11]2[NH:12][C:13](=[O:18])[NH:14][CH2:15][C:16]=2[N:17]=1)([CH3:4])([CH3:3])[CH3:2].I[C:32]1[CH:37]=[CH:36][CH:35]=[CH:34][CH:33]=1, predict the reaction product. The product is: [C:1]([O:5][C:6](=[O:30])[N:7]([CH2:19][C:20]1[CH:25]=[CH:24][C:23]([O:26][CH3:27])=[CH:22][C:21]=1[O:28][CH3:29])[C:8]1[CH:9]=[CH:10][C:11]2[N:12]([C:20]3[CH:25]=[CH:24][CH:23]=[CH:22][CH:21]=3)[C:13](=[O:18])[N:14]([C:32]3[CH:37]=[CH:36][CH:35]=[CH:34][CH:33]=3)[CH2:15][C:16]=2[N:17]=1)([CH3:4])([CH3:3])[CH3:2].[C:1]([O:5][C:6](=[O:30])[N:7]([CH2:19][C:20]1[CH:25]=[CH:24][C:23]([O:26][CH3:27])=[CH:22][C:21]=1[O:28][CH3:29])[C:8]1[CH:9]=[CH:10][C:11]2[N:12]([C:32]3[CH:37]=[CH:36][CH:35]=[CH:34][CH:33]=3)[C:13](=[O:18])[NH:14][CH2:15][C:16]=2[N:17]=1)([CH3:4])([CH3:3])[CH3:2]. (3) Given the reactants [C:1]([O:5][C:6]([N:8]1[CH2:13][CH2:12][N:11]([C:14]2[C:19]([CH:20]=O)=[C:18]([NH2:22])[N:17]=[CH:16][N:15]=2)[CH2:10][CH2:9]1)=[O:7])([CH3:4])([CH3:3])[CH3:2].[CH3:23][O:24][NH2:25].Cl, predict the reaction product. The product is: [C:1]([O:5][C:6]([N:8]1[CH2:9][CH2:10][N:11]([C:14]2[C:19]([CH:20]=[N:25][O:24][CH3:23])=[C:18]([NH2:22])[N:17]=[CH:16][N:15]=2)[CH2:12][CH2:13]1)=[O:7])([CH3:3])([CH3:4])[CH3:2]. (4) Given the reactants [Cl:1][C:2]1[N:7]=[C:6](Cl)[C:5]([F:9])=[CH:4][N:3]=1.[C:10]1([C:16]2[C:25]3[C:20](=[CH:21][CH:22]=[CH:23][CH:24]=3)[C:19]([NH:26][C:27]3[CH:42]=[CH:41][C:30]([O:31][C:32]4[C:37](B(O)O)=[CH:36][CH:35]=[CH:34][N:33]=4)=[CH:29][CH:28]=3)=[N:18][N:17]=2)[CH:15]=[CH:14][CH:13]=[CH:12][CH:11]=1.COCCOC.C(=O)([O-])[O-].[Na+].[Na+], predict the reaction product. The product is: [Cl:1][C:2]1[N:7]=[C:6]([C:37]2[C:32]([O:31][C:30]3[CH:29]=[CH:28][C:27]([NH:26][C:19]4[C:20]5[C:25](=[CH:24][CH:23]=[CH:22][CH:21]=5)[C:16]([C:10]5[CH:11]=[CH:12][CH:13]=[CH:14][CH:15]=5)=[N:17][N:18]=4)=[CH:42][CH:41]=3)=[N:33][CH:34]=[CH:35][CH:36]=2)[C:5]([F:9])=[CH:4][N:3]=1. (5) The product is: [F:13][CH2:12][CH2:11][C:8]1[CH:7]=[C:6]([C:4]([OH:5])=[O:3])[O:10][N:9]=1. Given the reactants C([O:3][C:4]([C:6]1[O:10][N:9]=[C:8]([CH2:11][CH2:12][F:13])[CH:7]=1)=[O:5])C.[Li+].[OH-], predict the reaction product. (6) Given the reactants [CH3:1][S:2]([C:5]1[CH:10]=[CH:9][C:8]([NH2:11])=[CH:7][C:6]=1[O:12][CH3:13])(=[O:4])=[O:3].[C:14](Cl)(Cl)=[O:15], predict the reaction product. The product is: [N:11]([C:8]1[CH:9]=[CH:10][C:5]([S:2]([CH3:1])(=[O:3])=[O:4])=[C:6]([O:12][CH3:13])[CH:7]=1)=[C:14]=[O:15].